This data is from Forward reaction prediction with 1.9M reactions from USPTO patents (1976-2016). The task is: Predict the product of the given reaction. Given the reactants [C:1]1([CH2:7][N:8]2[CH2:12][CH2:11][C@H:10]([C:13]([NH2:16])([CH3:15])[CH3:14])[CH2:9]2)[CH:6]=[CH:5][CH:4]=[CH:3][CH:2]=1.[CH3:17][C:18]([O:21][C:22](O[C:22]([O:21][C:18]([CH3:20])([CH3:19])[CH3:17])=[O:23])=[O:23])([CH3:20])[CH3:19].C(N(CC)CC)C, predict the reaction product. The product is: [CH3:15][C:13]([NH:16][C:22](=[O:23])[O:21][C:18]([CH3:20])([CH3:19])[CH3:17])([C@H:10]1[CH2:11][CH2:12][N:8]([CH2:7][C:1]2[CH:2]=[CH:3][CH:4]=[CH:5][CH:6]=2)[CH2:9]1)[CH3:14].